From a dataset of Full USPTO retrosynthesis dataset with 1.9M reactions from patents (1976-2016). Predict the reactants needed to synthesize the given product. Given the product [CH3:13][C:5]1([CH3:14])[CH2:4][O:3][S:1](=[O:15])(=[O:16])[NH:2][CH:6]1[C:7]1[CH:8]=[CH:9][CH:10]=[CH:11][CH:12]=1, predict the reactants needed to synthesize it. The reactants are: [S:1](=[O:16])(=[O:15])([O:3][CH2:4][C:5]([CH3:14])([CH3:13])[CH2:6][C:7]1[CH:12]=[CH:11][CH:10]=[CH:9][CH:8]=1)[NH2:2].C1C=CC=CC=1.CC#N.